Dataset: Full USPTO retrosynthesis dataset with 1.9M reactions from patents (1976-2016). Task: Predict the reactants needed to synthesize the given product. (1) Given the product [CH3:20][C:19]1[C:14]([N:11]2[CH2:10][CH2:9][NH:8][CH2:13][CH2:12]2)=[N:15][CH:16]=[C:17]([C:21]([F:24])([F:23])[F:22])[CH:18]=1, predict the reactants needed to synthesize it. The reactants are: C(OC([N:8]1[CH2:13][CH2:12][N:11]([C:14]2[C:19]([CH3:20])=[CH:18][C:17]([C:21]([F:24])([F:23])[F:22])=[CH:16][N:15]=2)[CH2:10][CH2:9]1)=O)(C)(C)C.Cl.C(OCC)(=O)C.C(Cl)(Cl)Cl.C(=O)([O-])O.[Na+]. (2) Given the product [N:1]([C:4]1[C:9]([F:10])=[CH:8][N:7]=[CH:6][C:5]=1/[CH:11]=[N:12]/[C:13]1[C:14]([Cl:23])=[CH:15][C:16]([N+:20]([O-:22])=[O:21])=[CH:17][C:18]=1[C:25]#[N:24])=[N+:2]=[N-:3], predict the reactants needed to synthesize it. The reactants are: [N:1]([C:4]1[C:9]([F:10])=[CH:8][N:7]=[CH:6][C:5]=1/[CH:11]=[N:12]/[C:13]1[C:18](Cl)=[CH:17][C:16]([N+:20]([O-:22])=[O:21])=[CH:15][C:14]=1[Cl:23])=[N+:2]=[N-:3].[NH2:24][C:25]1C(Cl)=CC([N+]([O-])=O)=CC=1C#N.